This data is from Full USPTO retrosynthesis dataset with 1.9M reactions from patents (1976-2016). The task is: Predict the reactants needed to synthesize the given product. (1) Given the product [Cl:24][CH2:3][C:5]1[CH:14]=[C:13]([O:15][CH2:16][CH3:17])[C:12]2[C:7]([CH:6]=1)=[C:8]([O:18][CH3:19])[CH:9]=[CH:10][CH:11]=2, predict the reactants needed to synthesize it. The reactants are: C([CH:3]([C:5]1[CH:14]=[C:13]([O:15][CH2:16][CH3:17])[C:12]2[C:7](=[C:8]([O:18][CH3:19])[CH:9]=[CH:10][CH:11]=2)[CH:6]=1)O)C.CS([Cl:24])(=O)=O. (2) The reactants are: [Cl:1][C:2]1[N:7]=[C:6]([NH:8][C:9]([CH3:13])([CH3:12])[CH2:10][OH:11])[CH:5]=[C:4]([Cl:14])[N:3]=1.C(N(CC)CC)C.[CH3:22][S:23](Cl)(=[O:25])=[O:24]. Given the product [CH3:22][S:23]([O:11][CH2:10][C:9]([NH:8][C:6]1[CH:5]=[C:4]([Cl:14])[N:3]=[C:2]([Cl:1])[N:7]=1)([CH3:12])[CH3:13])(=[O:25])=[O:24], predict the reactants needed to synthesize it. (3) Given the product [CH3:47][N:38]1[C:37]2[C:6](=[CH:5][CH:4]=[C:3]([C:12]([NH2:27])=[O:14])[C:2]=2[OH:1])[CH:7]=[CH:8][CH:39]1[CH2:40][CH2:41][CH2:18][C:19]1[CH:20]=[CH:21][CH:22]=[CH:23][CH:24]=1, predict the reactants needed to synthesize it. The reactants are: [OH:1][C:2]1[C:3]([C:12]([OH:14])=O)=[CH:4][CH:5]=[C:6]2C=1N=C[CH:8]=[CH:7]2.CC(N)C[CH2:18][C:19]1[CH:24]=[CH:23][CH:22]=[CH:21][CH:20]=1.O[N:27]1C2C=CC=CC=2N=N1.Cl.[CH3:37][N:38]([CH3:47])[CH2:39][CH2:40][CH2:41]N=C=NCC.C(N(CC)CC)C. (4) Given the product [CH:4]1[C:5]2[C:10](=[CH:9][CH:8]=[CH:7][CH:6]=2)[C:11]([NH:12][C:19](=[O:20])[O:21][CH2:22][C:23]([Cl:26])([Cl:25])[Cl:24])=[CH:2][N:3]=1, predict the reactants needed to synthesize it. The reactants are: N[C:2]1[N:3]=[CH:4][C:5]2[C:10]([CH:11]=1)=[CH:9][CH:8]=[CH:7][CH:6]=2.[N:12]1C=CC=CC=1.Cl[C:19]([O:21][CH2:22][C:23]([Cl:26])([Cl:25])[Cl:24])=[O:20].O. (5) The reactants are: [CH3:1][C:2]1[CH:7]=[C:6]([CH3:8])[N:5]=[C:4]([N:9]2[CH2:16][CH:15]3[CH:11]([CH2:12][NH:13][CH2:14]3)[CH2:10]2)[N:3]=1.[CH3:17][O:18][C:19]1[CH:27]=[C:26]([CH3:28])[CH:25]=[CH:24][C:20]=1[C:21](O)=[O:22]. Given the product [CH3:1][C:2]1[CH:7]=[C:6]([CH3:8])[N:5]=[C:4]([N:9]2[CH2:16][CH:15]3[CH2:14][N:13]([C:21]([C:20]4[CH:24]=[CH:25][C:26]([CH3:28])=[CH:27][C:19]=4[O:18][CH3:17])=[O:22])[CH2:12][CH:11]3[CH2:10]2)[N:3]=1, predict the reactants needed to synthesize it.